From a dataset of Reaction yield outcomes from USPTO patents with 853,638 reactions. Predict the reaction yield, written as a fraction of the theoretical maximum amount of product (1.0 means a 100% yield; for example, 0.34 means a 34% yield). (1) The reactants are [CH2:1]([O:3][C:4]1[CH:5]=[C:6]([C:13]2[O:17][N:16]=[C:15]([C:18]3[CH:19]=[CH:20][C:21]4[O:25][C:24](C=O)=[CH:23][C:22]=4[CH:28]=3)[N:14]=2)[CH:7]=[CH:8][C:9]=1[O:10][CH2:11][CH3:12])[CH3:2].C[CH2:30][N:31]([CH:35](C)C)[CH:32]([CH3:34])C.[BH-]([O:47][C:48](C)=[O:49])(OC(C)=O)OC(C)=O.[Na+].[CH3:52]C(O)=O. The catalyst is ClCCCl.CO.CCOC(C)=O. The product is [CH2:1]([O:3][C:4]1[CH:5]=[C:6]([C:13]2[O:17][N:16]=[C:15]([C:18]3[CH:19]=[CH:20][C:21]4[O:25][C:24]([CH2:35][N:31]5[CH2:30][CH:34]([C:48]([O:47][CH3:52])=[O:49])[CH2:32]5)=[CH:23][C:22]=4[CH:28]=3)[N:14]=2)[CH:7]=[CH:8][C:9]=1[O:10][CH2:11][CH3:12])[CH3:2]. The yield is 0.680. (2) The reactants are Cl.Cl.[CH3:3][N:4]([CH2:6][C:7]1[CH:8]=[C:9]([O:22]C)[C:10]2[C:19]3[NH:18][CH2:17][CH2:16][CH2:15][C:14]=3[C:13](=[O:20])[NH:12][C:11]=2[CH:21]=1)[CH3:5].B(Br)(Br)Br.O. The catalyst is ClCCl. The product is [CH3:5][N:4]([CH2:6][C:7]1[CH:8]=[C:9]([OH:22])[C:10]2[C:19]3[NH:18][CH2:17][CH2:16][CH2:15][C:14]=3[C:13](=[O:20])[NH:12][C:11]=2[CH:21]=1)[CH3:3]. The yield is 0.580.